Dataset: Full USPTO retrosynthesis dataset with 1.9M reactions from patents (1976-2016). Task: Predict the reactants needed to synthesize the given product. (1) Given the product [Cl:14][C:3]1[C:2]([I:1])=[CH:7][N:6]=[C:5]2[CH:8]=[CH:9][S:10][C:4]=12, predict the reactants needed to synthesize it. The reactants are: [I:1][C:2]1[C:3](O)=[C:4]2[S:10][CH:9]=[CH:8][C:5]2=[N:6][CH:7]=1.P(Cl)(Cl)([Cl:14])=O. (2) Given the product [Br:1][C:2]1[CH:3]=[N:4][N:5]([CH2:14][CH2:15][C:16]([CH3:19])([OH:18])[CH3:17])[CH:6]=1, predict the reactants needed to synthesize it. The reactants are: [Br:1][C:2]1[CH:3]=[N:4][NH:5][CH:6]=1.C([O-])([O-])=O.[K+].[K+].Br[CH2:14][CH2:15][C:16]([CH3:19])([OH:18])[CH3:17]. (3) Given the product [C:1]([O:8][CH2:9][CH:10]([CH2:20][CH2:21][CH2:22][OH:23])[CH2:11][O:12][C:13](=[O:19])[CH2:14][CH2:15][CH2:16][CH2:17][CH3:18])(=[O:7])[CH2:2][CH2:3][CH2:4][CH2:5][CH3:6], predict the reactants needed to synthesize it. The reactants are: [C:1]([O:8][CH2:9][CH:10]([CH2:20][CH2:21][CH2:22][O:23]CC1C=CC=CC=1)[CH2:11][O:12][C:13](=[O:19])[CH2:14][CH2:15][CH2:16][CH2:17][CH3:18])(=[O:7])[CH2:2][CH2:3][CH2:4][CH2:5][CH3:6].[H][H].